This data is from Reaction yield outcomes from USPTO patents with 853,638 reactions. The task is: Predict the reaction yield, written as a fraction of the theoretical maximum amount of product (1.0 means a 100% yield; for example, 0.34 means a 34% yield). (1) The reactants are [Cl-].[Al+3].[Cl-].[Cl-].[N-:5]=[N+:6]=[N-:7].[Na+].[C:9]1([C:15]([C:25]2[CH:30]=[CH:29][C:28]([CH:31]=[CH:32][C:33]#[N:34])=[CH:27][CH:26]=2)=[C:16]([C:19]2[CH:24]=[CH:23][CH:22]=[CH:21][CH:20]=2)[CH2:17][CH3:18])[CH:14]=[CH:13][CH:12]=[CH:11][CH:10]=1. The catalyst is C1COCC1.Cl. The product is [C:9]1([C:15]([C:25]2[CH:30]=[CH:29][C:28]([CH:31]=[CH:32][C:33]3[NH:34][N:7]=[N:6][N:5]=3)=[CH:27][CH:26]=2)=[C:16]([C:19]2[CH:24]=[CH:23][CH:22]=[CH:21][CH:20]=2)[CH2:17][CH3:18])[CH:10]=[CH:11][CH:12]=[CH:13][CH:14]=1. The yield is 0.700. (2) The reactants are [N:1]1[CH:6]=[CH:5][C:4]([C:7]2[CH:16]=[C:15]3[C:10]([CH:11]=[CH:12][N:13]=[CH:14]3)=[CH:9][CH:8]=2)=[CH:3][CH:2]=1.C1C(=O)N([Br:24])C(=O)C1.C([O-])(O)=O.[Na+]. The catalyst is OS(O)(=O)=O. The product is [Br:24][C:9]1[CH:8]=[C:7]([C:4]2[CH:3]=[CH:2][N:1]=[CH:6][CH:5]=2)[CH:16]=[C:15]2[C:10]=1[CH:11]=[CH:12][N:13]=[CH:14]2. The yield is 0.720. (3) No catalyst specified. The reactants are [F:1][C:2]1[CH:7]=[CH:6][C:5]([C:8]2[S:9][CH:10]=[C:11]([C:13]([CH3:17])([CH3:16])[CH2:14][NH2:15])[N:12]=2)=[CH:4][CH:3]=1.[F:18][C:19]([F:35])([F:34])[C:20]1[O:24][N:23]=[C:22]([C:25]2[CH:26]=[N:27][CH:28]=[C:29]([CH:33]=2)[C:30](O)=[O:31])[N:21]=1. The yield is 0.260. The product is [F:1][C:2]1[CH:3]=[CH:4][C:5]([C:8]2[S:9][CH:10]=[C:11]([C:13]([CH3:17])([CH3:16])[CH2:14][NH:15][C:30](=[O:31])[C:29]3[CH:33]=[C:25]([C:22]4[N:21]=[C:20]([C:19]([F:35])([F:34])[F:18])[O:24][N:23]=4)[CH:26]=[N:27][CH:28]=3)[N:12]=2)=[CH:6][CH:7]=1. (4) The reactants are [O:1]1[CH2:5][CH2:4][CH:3]([C:6]([OH:8])=[O:7])[CH2:2]1.[CH3:9]C1C=CC(S(O)(=O)=O)=CC=1. The catalyst is CO. The product is [O:1]1[CH2:5][CH2:4][CH:3]([C:6]([O:8][CH3:9])=[O:7])[CH2:2]1. The yield is 0.660.